Dataset: hERG potassium channel inhibition data for cardiac toxicity prediction from Karim et al.. Task: Regression/Classification. Given a drug SMILES string, predict its toxicity properties. Task type varies by dataset: regression for continuous values (e.g., LD50, hERG inhibition percentage) or binary classification for toxic/non-toxic outcomes (e.g., AMES mutagenicity, cardiotoxicity, hepatotoxicity). Dataset: herg_karim. The compound is CC[C@@H]1NC(c2cc(C#N)ccn2)=NC1(c1ccc(F)cc1)c1ccc(F)cc1. The result is 1 (blocker).